This data is from Peptide-MHC class I binding affinity with 185,985 pairs from IEDB/IMGT. The task is: Regression. Given a peptide amino acid sequence and an MHC pseudo amino acid sequence, predict their binding affinity value. This is MHC class I binding data. (1) The peptide sequence is FDAAVSGGL. The MHC is HLA-B18:01 with pseudo-sequence HLA-B18:01. The binding affinity (normalized) is 0. (2) The peptide sequence is SMFDSWGPF. The MHC is BoLA-AW10 with pseudo-sequence BoLA-AW10. The binding affinity (normalized) is 0.0641. (3) The peptide sequence is TTRAVNMEV. The MHC is HLA-B14:02 with pseudo-sequence HLA-B14:02. The binding affinity (normalized) is 0.213. (4) The peptide sequence is LALEGSLQKR. The MHC is HLA-A68:01 with pseudo-sequence HLA-A68:01. The binding affinity (normalized) is 0.613. (5) The peptide sequence is FITKEIKNR. The MHC is HLA-A33:01 with pseudo-sequence HLA-A33:01. The binding affinity (normalized) is 0.195. (6) The peptide sequence is TPSHYSGNI. The MHC is HLA-B27:03 with pseudo-sequence HLA-B27:03. The binding affinity (normalized) is 0.0847. (7) The peptide sequence is NMDKAVKLY. The MHC is HLA-A25:01 with pseudo-sequence HLA-A25:01. The binding affinity (normalized) is 0.0847.